From a dataset of Forward reaction prediction with 1.9M reactions from USPTO patents (1976-2016). Predict the product of the given reaction. The product is: [CH2:1]([O:3][CH2:4][C:5]1[CH:10]=[C:9]([O:11][CH3:12])[C:8]([B:21]([OH:24])[OH:22])=[C:7]([O:14][CH3:15])[CH:6]=1)[CH3:2]. Given the reactants [CH2:1]([O:3][CH2:4][C:5]1[CH:10]=[C:9]([O:11][CH3:12])[C:8](Br)=[C:7]([O:14][CH3:15])[CH:6]=1)[CH3:2].C([Li])CCC.[B:21](OC)([O:24]C)[O:22]C.S(=O)(=O)(O)O, predict the reaction product.